This data is from Forward reaction prediction with 1.9M reactions from USPTO patents (1976-2016). The task is: Predict the product of the given reaction. The product is: [C:27]([O:31][C:32]([N:34]1[CH2:38][CH2:37][C@H:36]([NH:39][C:24]([C:21]2[C:17]3[N:18]=[CH:19][N:20]=[C:15]([C:7]4[C:8]5[O:12][CH2:11][O:10][C:9]=5[CH:13]=[CH:14][C:6]=4[O:5][CH2:4][CH:1]4[CH2:3][CH2:2]4)[C:16]=3[NH:23][CH:22]=2)=[O:25])[CH2:35]1)=[O:33])([CH3:30])([CH3:28])[CH3:29]. Given the reactants [CH:1]1([CH2:4][O:5][C:6]2[CH:14]=[CH:13][C:9]3[O:10][CH2:11][O:12][C:8]=3[C:7]=2[C:15]2[C:16]3[NH:23][CH:22]=[C:21]([C:24](O)=[O:25])[C:17]=3[N:18]=[CH:19][N:20]=2)[CH2:3][CH2:2]1.[C:27]([O:31][C:32]([N:34]1[CH2:38][CH2:37][C@H:36]([NH2:39])[CH2:35]1)=[O:33])([CH3:30])([CH3:29])[CH3:28], predict the reaction product.